This data is from Reaction yield outcomes from USPTO patents with 853,638 reactions. The task is: Predict the reaction yield, written as a fraction of the theoretical maximum amount of product (1.0 means a 100% yield; for example, 0.34 means a 34% yield). (1) The catalyst is ClCCl. The product is [F:1][C:2]1[CH:7]=[C:6]([N:8]2[CH2:13][CH2:12][O:11][CH2:10][CH2:9]2)[CH:5]=[CH:4][C:3]=1[CH2:14][N:15]1[CH2:20][CH2:19][NH:18][C@H:17]([CH3:28])[CH2:16]1. The yield is 0.860. The reactants are [F:1][C:2]1[CH:7]=[C:6]([N:8]2[CH2:13][CH2:12][O:11][CH2:10][CH2:9]2)[CH:5]=[CH:4][C:3]=1[CH2:14][N:15]1[CH2:20][CH2:19][N:18](C(OC(C)(C)C)=O)[C@H:17]([CH3:28])[CH2:16]1.FC(F)(F)C(O)=O. (2) The reactants are C(OC(=O)[NH:7][CH:8]1[CH2:13][CH2:12][CH:11]([N:14]([C:30]([C:32]2[S:36][C:35]3[CH:37]=[CH:38][CH:39]=[C:40]([F:41])[C:34]=3[C:33]=2[Cl:42])=[O:31])[CH2:15][C:16]2[CH:21]=[C:20]([C:22]3[CH:23]=[N:24][CH:25]=[CH:26][CH:27]=3)[CH:19]=[CH:18][C:17]=2[O:28][CH3:29])[CH2:10][CH2:9]1)(C)(C)C.FC(F)(F)C(O)=O. The catalyst is C(Cl)Cl. The product is [NH2:7][CH:8]1[CH2:13][CH2:12][CH:11]([N:14]([CH2:15][C:16]2[CH:21]=[C:20]([C:22]3[CH:23]=[N:24][CH:25]=[CH:26][CH:27]=3)[CH:19]=[CH:18][C:17]=2[O:28][CH3:29])[C:30]([C:32]2[S:36][C:35]3[CH:37]=[CH:38][CH:39]=[C:40]([F:41])[C:34]=3[C:33]=2[Cl:42])=[O:31])[CH2:10][CH2:9]1. The yield is 0.480. (3) The reactants are [CH2:1]([C:3]1[CH:4]=[C:5]2[C:9](=[CH:10][CH:11]=1)[N:8](S(C1C=CC=CC=1)(=O)=O)[CH2:7][CH2:6]2)[CH3:2].[OH-].[Na+]. The catalyst is Br. The product is [CH2:1]([C:3]1[CH:4]=[C:5]2[C:9](=[CH:10][CH:11]=1)[NH:8][CH2:7][CH2:6]2)[CH3:2]. The yield is 0.320. (4) The reactants are [C:1]([NH:4][C:5]1[C:6]2[N:7]=[CH:8][N:9]([C:27]=2[N:28]=[CH:29][N:30]=1)[C@@H:10]1[O:26][C@H:23]([CH2:24][OH:25])[C@@H:21]([OH:22])[C@H:11]1[O:12][CH2:13][O:14][CH2:15][O:16][CH2:17][CH2:18][C:19]#[N:20])(=[O:3])[CH3:2].N1C=CC=CC=1.[CH3:37][O:38][C:39]1[CH:60]=[CH:59][C:42]([C:43](Cl)([C:52]2[CH:57]=[CH:56][CH:55]=[CH:54][CH:53]=2)[C:44]2[CH:49]=[CH:48][C:47]([O:50][CH3:51])=[CH:46][CH:45]=2)=[CH:41][CH:40]=1. The catalyst is CO. The product is [C:1]([NH:4][C:5]1[C:6]2[N:7]=[CH:8][N:9]([C:27]=2[N:28]=[CH:29][N:30]=1)[C@@H:10]1[O:26][C@H:23]([CH2:24][O:25][C:43]([C:52]2[CH:57]=[CH:56][CH:55]=[CH:54][CH:53]=2)([C:44]2[CH:49]=[CH:48][C:47]([O:50][CH3:51])=[CH:46][CH:45]=2)[C:42]2[CH:41]=[CH:40][C:39]([O:38][CH3:37])=[CH:60][CH:59]=2)[C@@H:21]([OH:22])[C@H:11]1[O:12][CH2:13][O:14][CH2:15][O:16][CH2:17][CH2:18][C:19]#[N:20])(=[O:3])[CH3:2]. The yield is 0.760.